This data is from Reaction yield outcomes from USPTO patents with 853,638 reactions. The task is: Predict the reaction yield, written as a fraction of the theoretical maximum amount of product (1.0 means a 100% yield; for example, 0.34 means a 34% yield). (1) The catalyst is C(O)C.[Pd]. The yield is 0.790. The reactants are [CH2:1]([O:3][C:4](=[O:36])[CH2:5][CH2:6][CH2:7][CH2:8][CH2:9][O:10][CH2:11][CH2:12][O:13][CH2:14][CH2:15][O:16][CH2:17][CH2:18][O:19][CH2:20][CH2:21][O:22][CH2:23][CH2:24][O:25][CH2:26][CH2:27][O:28]CC1C=CC=CC=1)[CH3:2]. The product is [CH2:1]([O:3][C:4](=[O:36])[CH2:5][CH2:6][CH2:7][CH2:8][CH2:9][O:10][CH2:11][CH2:12][O:13][CH2:14][CH2:15][O:16][CH2:17][CH2:18][O:19][CH2:20][CH2:21][O:22][CH2:23][CH2:24][O:25][CH2:26][CH2:27][OH:28])[CH3:2]. (2) The reactants are Br[C:2]1[CH:3]=[CH:4][C:5]2[S:9][C:8]([CH2:10][O:11][C:12]3[C:13]([F:22])=[C:14]([C:18]([F:21])=[CH:19][CH:20]=3)[C:15]([NH2:17])=[O:16])=[N:7][C:6]=2[CH:23]=1.O.C([O-])([O-])=O.[K+].[K+]. The catalyst is CN(C=O)C.[Pd+2].C1(P(C2C=CC=CC=2)C2C=CC=CC=2)C=CC=CC=1. The product is [NH2:7][C:6]1[CH:23]=[CH:2][CH:3]=[CH:4][C:5]=1[C:2]1[CH:3]=[CH:4][C:5]2[S:9][C:8]([CH2:10][O:11][C:12]3[C:13]([F:22])=[C:14]([C:18]([F:21])=[CH:19][CH:20]=3)[C:15]([NH2:17])=[O:16])=[N:7][C:6]=2[CH:23]=1. The yield is 0.0800. (3) The reactants are C(=O)([O-])[O-].[Cs+].[Cs+].[N+:7]([C:10]1[CH:16]=[CH:15][CH:14]=[CH:13][C:11]=1[NH2:12])([O-:9])=[O:8].F[C:18]1[CH:25]=[CH:24][C:23]([C:26]([F:29])([F:28])[F:27])=[CH:22][C:19]=1[C:20]#[N:21].Cl. The catalyst is CN(C=O)C. The product is [N+:7]([C:10]1[CH:16]=[CH:15][CH:14]=[CH:13][C:11]=1[NH:12][C:18]1[CH:25]=[CH:24][C:23]([C:26]([F:27])([F:29])[F:28])=[CH:22][C:19]=1[C:20]#[N:21])([O-:9])=[O:8]. The yield is 0.800. (4) The reactants are [CH3:1][NH:2][C:3](=[O:14])[C:4]1[CH:9]=[CH:8][C:7]([N+:10]([O-])=O)=[CH:6][C:5]=1[F:13]. The catalyst is C(OCC)(=O)C.C(O)(=O)C.[Fe]. The product is [CH3:1][NH:2][C:3](=[O:14])[C:4]1[CH:9]=[CH:8][C:7]([NH2:10])=[CH:6][C:5]=1[F:13]. The yield is 0.920. (5) The reactants are [CH3:1][C:2]1[CH2:6][CH:5]([CH2:7][O:8][C@H:9]2[CH2:14][CH2:13][C@H:12]([N:15]3[C:20](=[O:21])[C:19]([CH2:22][C:23]4[CH:28]=[CH:27][C:26]([C:29]5[C:30]([C:35]#[N:36])=[CH:31][CH:32]=[CH:33][CH:34]=5)=[CH:25][CH:24]=4)=[C:18]([CH2:37][CH2:38][CH3:39])[N:17]4[N:40]=[CH:41][N:42]=[C:16]34)[CH2:11][CH2:10]2)[O:4][N:3]=1.C([Sn](=O)CCCC)CCC.[N:53]([Si](C)(C)C)=[N+:54]=[N-:55].C1(C)C=CC=CC=1. The catalyst is C(OCC)(=O)C. The product is [CH3:1][C:2]1[CH2:6][CH:5]([CH2:7][O:8][C@H:9]2[CH2:14][CH2:13][C@H:12]([N:15]3[C:20](=[O:21])[C:19]([CH2:22][C:23]4[CH:28]=[CH:27][C:26]([C:29]5[CH:34]=[CH:33][CH:32]=[CH:31][C:30]=5[C:35]5[NH:55][N:54]=[N:53][N:36]=5)=[CH:25][CH:24]=4)=[C:18]([CH2:37][CH2:38][CH3:39])[N:17]4[N:40]=[CH:41][N:42]=[C:16]34)[CH2:11][CH2:10]2)[O:4][N:3]=1. The yield is 0.350. (6) The reactants are [Br:1][C:2]1[C:3](F)=[C:4]2[C:10]([NH:11][C:12]([C:14]3[CH:15]=[N:16][N:17]([CH2:19][C:20]4[CH:25]=[CH:24][C:23]([O:26][CH3:27])=[CH:22][CH:21]=4)[CH:18]=3)=[O:13])=[CH:9][NH:8][C:5]2=[N:6][CH:7]=1.[NH:29]1[CH2:34][CH2:33][CH2:32][C@@H:31]([NH:35][C:36](=[O:42])[O:37][C:38]([CH3:41])([CH3:40])[CH3:39])[CH2:30]1. The catalyst is CCCCO. The product is [Br:1][C:2]1[C:3]([N:29]2[CH2:34][CH2:33][CH2:32][C@@H:31]([NH:35][C:36](=[O:42])[O:37][C:38]([CH3:40])([CH3:39])[CH3:41])[CH2:30]2)=[C:4]2[C:10]([NH:11][C:12]([C:14]3[CH:15]=[N:16][N:17]([CH2:19][C:20]4[CH:25]=[CH:24][C:23]([O:26][CH3:27])=[CH:22][CH:21]=4)[CH:18]=3)=[O:13])=[CH:9][NH:8][C:5]2=[N:6][CH:7]=1. The yield is 0.180. (7) The reactants are Cl[C:2]1[N:7]=[C:6]([NH:8][C:9]([C:11]2([C:14]3[CH:24]=[CH:23][C:17]4[O:18][C:19]([F:22])([F:21])[O:20][C:16]=4[CH:15]=3)[CH2:13][CH2:12]2)=[O:10])[CH:5]=[CH:4][C:3]=1[CH3:25].[C:26]([C:28]1[C:29](=[O:48])[N:30]([CH2:43][C:44]([O:46][CH3:47])=[O:45])[CH:31]=[C:32](B2OC(C)(C)C(C)(C)O2)[CH:33]=1)#[N:27].C([O-])([O-])=O.[Na+].[Na+]. The catalyst is COCCOC.C(OCC)(=O)C.C1C=CC([P]([Pd]([P](C2C=CC=CC=2)(C2C=CC=CC=2)C2C=CC=CC=2)([P](C2C=CC=CC=2)(C2C=CC=CC=2)C2C=CC=CC=2)[P](C2C=CC=CC=2)(C2C=CC=CC=2)C2C=CC=CC=2)(C2C=CC=CC=2)C2C=CC=CC=2)=CC=1. The product is [C:26]([C:28]1[C:29](=[O:48])[N:30]([CH2:43][C:44]([O:46][CH3:47])=[O:45])[CH:31]=[C:32]([C:2]2[C:3]([CH3:25])=[CH:4][CH:5]=[C:6]([NH:8][C:9]([C:11]3([C:14]4[CH:24]=[CH:23][C:17]5[O:18][C:19]([F:21])([F:22])[O:20][C:16]=5[CH:15]=4)[CH2:12][CH2:13]3)=[O:10])[N:7]=2)[CH:33]=1)#[N:27]. The yield is 0.468. (8) The reactants are [F:1][C:2]1[CH:7]=[C:6]([F:8])[CH:5]=[CH:4][C:3]=1[C:9]1[CH:14]=[CH:13][CH:12]=[C:11]([NH:15][C:16]([C:18]2[N:19]([CH3:30])[C:20]3[C:25]([CH:26]=2)=[CH:24][CH:23]=[C:22]([N+:27]([O-])=O)[CH:21]=3)=[O:17])[CH:10]=1.[NH4+].[Cl-]. The yield is 0.290. The product is [NH2:27][C:22]1[CH:21]=[C:20]2[C:25]([CH:26]=[C:18]([C:16]([NH:15][C:11]3[CH:10]=[C:9]([C:3]4[CH:4]=[CH:5][C:6]([F:8])=[CH:7][C:2]=4[F:1])[CH:14]=[CH:13][CH:12]=3)=[O:17])[N:19]2[CH3:30])=[CH:24][CH:23]=1. The catalyst is CO.O.[Zn]. (9) The reactants are [Li+].CC([N-]C(C)C)C.[Br:9][C:10]1[CH:15]=[CH:14][C:13]([CH:16]2[CH2:21][CH2:20][CH:19]([CH2:22][CH2:23][CH3:24])[CH2:18][CH2:17]2)=[C:12]([F:25])[CH:11]=1.CN([CH:29]=[O:30])C. The catalyst is C1COCC1. The product is [Br:9][C:10]1[C:11]([CH:29]=[O:30])=[C:12]([F:25])[C:13]([CH:16]2[CH2:17][CH2:18][CH:19]([CH2:22][CH2:23][CH3:24])[CH2:20][CH2:21]2)=[CH:14][CH:15]=1. The yield is 0.897.